Dataset: Full USPTO retrosynthesis dataset with 1.9M reactions from patents (1976-2016). Task: Predict the reactants needed to synthesize the given product. (1) Given the product [OH:25][C:4]1[C:3]([CH:1]([OH:2])[CH2:26][CH3:27])=[C:12]2[C:7]([C:8](=[O:24])[N:9]([C:16]3[CH:23]=[CH:22][C:19]([C:20]#[N:21])=[CH:18][CH:17]=3)[C:10]([CH:13]([CH3:15])[CH3:14])=[N:11]2)=[CH:6][CH:5]=1, predict the reactants needed to synthesize it. The reactants are: [CH:1]([C:3]1[C:4]([OH:25])=[CH:5][CH:6]=[C:7]2[C:12]=1[N:11]=[C:10]([CH:13]([CH3:15])[CH3:14])[N:9]([C:16]1[CH:23]=[CH:22][C:19]([C:20]#[N:21])=[CH:18][CH:17]=1)[C:8]2=[O:24])=[O:2].[CH2:26]([Mg]Br)[CH3:27]. (2) Given the product [ClH:19].[CH2:1]([O:3][C:4]([C:6]1[CH:7]=[N:8][N:9]([C:11]2[CH:16]=[CH:15][C:14]([CH2:17][NH2:18])=[CH:13][CH:12]=2)[CH:10]=1)=[O:5])[CH3:2], predict the reactants needed to synthesize it. The reactants are: [CH2:1]([O:3][C:4]([C:6]1[CH:7]=[N:8][N:9]([C:11]2[CH:16]=[CH:15][C:14]([C:17]#[N:18])=[CH:13][CH:12]=2)[CH:10]=1)=[O:5])[CH3:2].[ClH:19]. (3) Given the product [F:13][C:11]([F:12])([F:14])[CH:8]1[CH2:9][CH2:10][N:5]([CH2:4][CH2:3][OH:2])[CH2:6][CH2:7]1, predict the reactants needed to synthesize it. The reactants are: C[O:2][C:3](=O)[CH2:4][N:5]1[CH2:10][CH2:9][CH:8]([C:11]([F:14])([F:13])[F:12])[CH2:7][CH2:6]1.[H-].[Al+3].[Li+].[H-].[H-].[H-]. (4) Given the product [Cl:1][C:2]1[CH:7]=[CH:6][C:5]([N+:8]([O-:10])=[O:9])=[CH:4][C:3]=1[SH:11], predict the reactants needed to synthesize it. The reactants are: [Cl:1][C:2]1[CH:7]=[CH:6][C:5]([N+:8]([O-:10])=[O:9])=[CH:4][C:3]=1[S:11]C#N.[BH4-].[Na+].Cl. (5) Given the product [Br:10][C:6]1[CH:5]=[C:4]([C:11]([N:13]2[CH2:18][CH2:17][O:16][C:15]3[N:19]=[CH:20][C:21]([C:23]4[CH:24]=[CH:25][C:26]([C:29]([F:30])([F:32])[F:31])=[CH:27][CH:28]=4)=[CH:22][C:14]2=3)=[O:12])[CH:3]=[C:2]([Br:1])[C:7]=1[OH:8], predict the reactants needed to synthesize it. The reactants are: [Br:1][C:2]1[CH:3]=[C:4]([C:11]([N:13]2[CH2:18][CH2:17][O:16][C:15]3[N:19]=[CH:20][C:21]([C:23]4[CH:28]=[CH:27][C:26]([C:29]([F:32])([F:31])[F:30])=[CH:25][CH:24]=4)=[CH:22][C:14]2=3)=[O:12])[CH:5]=[C:6]([Br:10])[C:7]=1[O:8]C.[Br-].[Li+].N1CCNCC1.Cl. (6) Given the product [NH2:1][C:2]1[CH:7]=[CH:6][CH:5]=[CH:4][C:3]=1[CH:8]1[CH2:13][N:12]2[N:14]=[C:15]([C:19]3[CH:24]=[CH:23][C:22]([O:25][C:26]4[CH:31]=[CH:30][CH:29]=[CH:28][CH:27]=4)=[CH:21][CH:20]=3)[C:16]([C:17]([NH2:18])=[O:36])=[C:11]2[NH:10][CH2:9]1, predict the reactants needed to synthesize it. The reactants are: [NH2:1][C:2]1[CH:7]=[CH:6][CH:5]=[CH:4][C:3]=1[CH:8]1[CH2:13][N:12]2[N:14]=[C:15]([C:19]3[CH:24]=[CH:23][C:22]([O:25][C:26]4[CH:31]=[CH:30][CH:29]=[CH:28][CH:27]=4)=[CH:21][CH:20]=3)[C:16]([C:17]#[N:18])=[C:11]2[NH:10][CH2:9]1.ClCCC(NC1C=C(C2N3N=C(C4C=CC(OC5C=CC=CC=5)=CC=4)C(C(N)=O)=C3NCC2)C=CC=1)=[O:36]. (7) Given the product [CH:1]1([N:7]2[C:11]3[CH:12]=[CH:13][C:14]([C:16]4[NH:17][N:18]=[N:19][N:20]=4)=[CH:15][C:10]=3[N:9]=[C:8]2[C:21]2[CH:22]=[CH:23][C:24]([O:27][CH2:28][C:29]3[N:33]=[C:32]([C:34]4[CH:39]=[CH:38][CH:37]=[CH:36][C:35]=4[O:40][CH3:41])[O:31][N:30]=3)=[CH:25][CH:26]=2)[CH2:6][CH2:5][CH2:4][CH2:3][CH2:2]1.[C:45]([OH:51])([C:47]([F:50])([F:49])[F:48])=[O:46], predict the reactants needed to synthesize it. The reactants are: [CH:1]1([N:7]2[C:11]3[CH:12]=[CH:13][C:14]([C:16]4[N:17]=[N:18][NH:19][N:20]=4)=[CH:15][C:10]=3[N:9]=[C:8]2[C:21]2[CH:26]=[CH:25][C:24]([O:27][CH2:28][C:29]3[N:33]=[C:32]([C:34]4[CH:39]=[CH:38][CH:37]=[CH:36][C:35]=4[O:40][CH3:41])[O:31][N:30]=3)=[CH:23][CH:22]=2)[CH2:6][CH2:5][CH2:4][CH2:3][CH2:2]1.C(Cl)Cl.[C:45]([OH:51])([C:47]([F:50])([F:49])[F:48])=[O:46].C([SiH](C(C)C)C(C)C)(C)C. (8) Given the product [C:10]([O:1][C:2]1[CH:7]=[C:6]([CH3:8])[O:5][C:4](=[O:9])[CH:3]=1)(=[O:12])[CH3:11], predict the reactants needed to synthesize it. The reactants are: [OH:1][C:2]1[CH:7]=[C:6]([CH3:8])[O:5][C:4](=[O:9])[CH:3]=1.[C:10](OC(=O)C)(=[O:12])[CH3:11].S(=O)(=O)(O)O.C(OCC)(=O)C.CCCCCCC. (9) The reactants are: [Cl:1][C:2]1[CH:7]=[CH:6][C:5]([N:8]2[CH:12]=[C:11]([C:13]#[N:14])[N:10]=[N:9]2)=[C:4]([C:15]2[CH:20]=[C:19]([OH:21])[N:18]=[CH:17][N:16]=2)[C:3]=1[F:22].CN(C(ON1N=NC2C=CC=NC1=2)=[N+](C)C)C.F[P-](F)(F)(F)(F)F.C1CCN2C(=NCCC2)CC1.N[C@@H:59]1[C:75]2[CH:76]=[C:71]([CH:72]=[CH:73][CH:74]=2)[C:70]2[N:69]([CH:77]([F:79])[F:78])[N:68]=[CH:67][C:66]=2[NH:65][C:64](=[O:80])[C@H:63]([CH3:81])[CH2:62][CH2:61][CH2:60]1. Given the product [Cl:1][C:2]1[CH:7]=[CH:6][C:5]([N:8]2[CH:12]=[C:11]([C:13]#[N:14])[N:10]=[N:9]2)=[C:4]([C:15]2[N:16]=[CH:17][N:18]([C@@H:59]3[C:75]4[CH:76]=[C:71]([CH:72]=[CH:73][CH:74]=4)[C:70]4[N:69]([CH:77]([F:79])[F:78])[N:68]=[CH:67][C:66]=4[NH:65][C:64](=[O:80])[C@H:63]([CH3:81])[CH2:62][CH2:61][CH2:60]3)[C:19](=[O:21])[CH:20]=2)[C:3]=1[F:22], predict the reactants needed to synthesize it.